From a dataset of NCI-60 drug combinations with 297,098 pairs across 59 cell lines. Regression. Given two drug SMILES strings and cell line genomic features, predict the synergy score measuring deviation from expected non-interaction effect. Drug 1: CC1=CC=C(C=C1)C2=CC(=NN2C3=CC=C(C=C3)S(=O)(=O)N)C(F)(F)F. Drug 2: CC1=C(N=C(N=C1N)C(CC(=O)N)NCC(C(=O)N)N)C(=O)NC(C(C2=CN=CN2)OC3C(C(C(C(O3)CO)O)O)OC4C(C(C(C(O4)CO)O)OC(=O)N)O)C(=O)NC(C)C(C(C)C(=O)NC(C(C)O)C(=O)NCCC5=NC(=CS5)C6=NC(=CS6)C(=O)NCCC[S+](C)C)O. Cell line: CAKI-1. Synergy scores: CSS=38.6, Synergy_ZIP=-5.41, Synergy_Bliss=-8.10, Synergy_Loewe=-4.90, Synergy_HSA=-3.15.